This data is from NCI-60 drug combinations with 297,098 pairs across 59 cell lines. The task is: Regression. Given two drug SMILES strings and cell line genomic features, predict the synergy score measuring deviation from expected non-interaction effect. (1) Drug 1: CC1=C2C(C(=O)C3(C(CC4C(C3C(C(C2(C)C)(CC1OC(=O)C(C(C5=CC=CC=C5)NC(=O)OC(C)(C)C)O)O)OC(=O)C6=CC=CC=C6)(CO4)OC(=O)C)OC)C)OC. Drug 2: C(=O)(N)NO. Cell line: U251. Synergy scores: CSS=42.6, Synergy_ZIP=2.07, Synergy_Bliss=0.0845, Synergy_Loewe=-8.35, Synergy_HSA=2.31. (2) Synergy scores: CSS=54.8, Synergy_ZIP=2.61, Synergy_Bliss=4.53, Synergy_Loewe=-0.228, Synergy_HSA=5.52. Cell line: HCT116. Drug 2: CCN(CC)CCCC(C)NC1=C2C=C(C=CC2=NC3=C1C=CC(=C3)Cl)OC. Drug 1: CNC(=O)C1=CC=CC=C1SC2=CC3=C(C=C2)C(=NN3)C=CC4=CC=CC=N4. (3) Drug 1: C1CN1C2=NC(=NC(=N2)N3CC3)N4CC4. Drug 2: CS(=O)(=O)OCCCCOS(=O)(=O)C. Cell line: SN12C. Synergy scores: CSS=33.9, Synergy_ZIP=-6.25, Synergy_Bliss=-4.59, Synergy_Loewe=-2.55, Synergy_HSA=-1.78.